Dataset: Full USPTO retrosynthesis dataset with 1.9M reactions from patents (1976-2016). Task: Predict the reactants needed to synthesize the given product. (1) Given the product [CH3:1][O:2][C:3]([C:5]1[CH:13]=[C:12]2[C:8]([CH:9]=[CH:10][N:11]2[CH2:20][C:19]2[CH:22]=[CH:23][CH:24]=[C:17]([N+:14]([O-:16])=[O:15])[CH:18]=2)=[CH:7][CH:6]=1)=[O:4], predict the reactants needed to synthesize it. The reactants are: [CH3:1][O:2][C:3]([C:5]1[CH:13]=[C:12]2[C:8]([CH:9]=[CH:10][NH:11]2)=[CH:7][CH:6]=1)=[O:4].[N+:14]([C:17]1[CH:18]=[C:19]([CH:22]=[CH:23][CH:24]=1)[CH2:20]Br)([O-:16])=[O:15].C([O-])([O-])=O.[K+].[K+]. (2) Given the product [C:1]([C:3]1[CH:8]=[CH:7][C:6]([N:9]2[C:13](=[O:14])[C:12]([CH3:16])([CH3:15])[N:11]([C:17]3[CH:32]=[CH:31][C:20]([O:21][CH2:22][C:23]4([C:26]([OH:28])=[O:27])[CH2:25][CH2:24]4)=[C:19]([F:33])[CH:18]=3)[C:10]2=[S:34])=[CH:5][C:4]=1[C:35]([F:36])([F:37])[F:38])#[N:2], predict the reactants needed to synthesize it. The reactants are: [C:1]([C:3]1[CH:8]=[CH:7][C:6]([N:9]2[C:13](=[O:14])[C:12]([CH3:16])([CH3:15])[N:11]([C:17]3[CH:32]=[CH:31][C:20]([O:21][CH2:22][C:23]4([C:26]([O:28]CC)=[O:27])[CH2:25][CH2:24]4)=[C:19]([F:33])[CH:18]=3)[C:10]2=[S:34])=[CH:5][C:4]=1[C:35]([F:38])([F:37])[F:36])#[N:2].[OH-].[Na+]. (3) Given the product [F:32][C:57]1[CH:58]=[C:59]([C:62]([F:65])([F:64])[F:63])[CH:60]=[CH:61][C:56]=1[C:54]1[S:55][C:51]([CH2:50][S:16][C:13]2[CH:14]=[CH:15][C:10]([O:9][C:2]([CH3:1])([CH3:8])[C:3]([O:5][CH2:6][CH3:7])=[O:4])=[C:11]([CH3:17])[CH:12]=2)=[C:52]([CH3:66])[N:53]=1, predict the reactants needed to synthesize it. The reactants are: [CH3:1][C:2]([O:9][C:10]1[CH:15]=[CH:14][C:13]([SH:16])=[CH:12][C:11]=1[CH3:17])([CH3:8])[C:3]([O:5][CH2:6][CH3:7])=[O:4].ClCC1SC(C2C=CC(C)=CC=2[F:32])=NC=1C.CC(OC1C=CC(S[CH2:50][C:51]2[S:55][C:54]([C:56]3[CH:61]=[CH:60][C:59]([C:62]([F:65])([F:64])[F:63])=[CH:58][CH:57]=3)=[N:53][C:52]=2[CH2:66]OC2CCCCO2)=CC=1)(C)C(OCC)=O.